Dataset: Full USPTO retrosynthesis dataset with 1.9M reactions from patents (1976-2016). Task: Predict the reactants needed to synthesize the given product. (1) The reactants are: C[O:2][C:3]1[CH:8]=[CH:7][C:6]([CH2:9][CH2:10][CH2:11][N:12]2[C:21]3[C:16]([C:17](=[O:23])[NH:18][C:19](=[O:22])[N:20]=3)=[N:15][C:14]3[CH:24]=[C:25]([CH3:29])[C:26]([CH3:28])=[CH:27][C:13]2=3)=[CH:5][CH:4]=1.B(Br)(Br)Br.O. Given the product [OH:2][C:3]1[CH:4]=[CH:5][C:6]([CH2:9][CH2:10][CH2:11][N:12]2[C:21]3[C:16]([C:17](=[O:23])[NH:18][C:19](=[O:22])[N:20]=3)=[N:15][C:14]3[CH:24]=[C:25]([CH3:29])[C:26]([CH3:28])=[CH:27][C:13]2=3)=[CH:7][CH:8]=1, predict the reactants needed to synthesize it. (2) Given the product [C:17]1([C@H:23]([O:25][C:31](=[O:40])[NH:28][C:11]2[N:10]=[N:9][N:8]([C:5]3[CH:4]=[CH:3][C:2]([Br:1])=[CH:7][CH:6]=3)[C:12]=2[CH3:13])[CH3:24])[CH:22]=[CH:21][CH:20]=[CH:19][CH:18]=1, predict the reactants needed to synthesize it. The reactants are: [Br:1][C:2]1[CH:7]=[CH:6][C:5]([N:8]2[C:12]([CH3:13])=[C:11](C(O)=O)[N:10]=[N:9]2)=[CH:4][CH:3]=1.[C:17]1([C@H:23]([OH:25])[CH3:24])[CH:22]=[CH:21][CH:20]=[CH:19][CH:18]=1.C([N:28]([CH2:31]C)CC)C.C1(P(N=[N+]=[N-])(C2C=CC=CC=2)=[O:40])C=CC=CC=1. (3) Given the product [Cl:32][C:26]1[CH:27]=[C:28]([Cl:31])[CH:29]=[CH:30][C:25]=1[C:23](=[O:24])[CH:22]([O:14][C:9]1[NH:10][N:11]=[C:12]([CH3:13])[C:8]=1[N:4]1[C:5]([CH3:7])=[N:6][C:2]([CH3:1])=[N:3]1)[CH3:33], predict the reactants needed to synthesize it. The reactants are: [CH3:1][C:2]1[N:6]=[C:5]([CH3:7])[N:4]([C:8]2[C:12]([CH3:13])=[N:11][NH:10][C:9]=2[OH:14])[N:3]=1.C(=O)([O-])[O-].[Cs+].[Cs+].Br[CH:22]([CH3:33])[C:23]([C:25]1[CH:30]=[CH:29][C:28]([Cl:31])=[CH:27][C:26]=1[Cl:32])=[O:24].